From a dataset of Full USPTO retrosynthesis dataset with 1.9M reactions from patents (1976-2016). Predict the reactants needed to synthesize the given product. Given the product [F:29][C:21]1[CH:20]=[C:19]([CH:24]=[C:23]([C:25]([F:28])([F:27])[F:26])[CH:22]=1)[CH2:18][C@H:10]1[CH2:9][C@H:8]([C:6]2[O:7][NH:33][C:4](=[O:3])[CH:5]=2)[CH2:13][CH2:12][N:11]1[C:14]([O:16][CH3:17])=[O:15], predict the reactants needed to synthesize it. The reactants are: C([O:3][C:4](=O)[CH2:5][C:6]([C@@H:8]1[CH2:13][CH2:12][N:11]([C:14]([O:16][CH3:17])=[O:15])[C@@H:10]([CH2:18][C:19]2[CH:24]=[C:23]([C:25]([F:28])([F:27])[F:26])[CH:22]=[C:21]([F:29])[CH:20]=2)[CH2:9]1)=[O:7])C.[OH-].[Na+].[NH2:33]O.Cl.